Task: Predict the reactants needed to synthesize the given product.. Dataset: Full USPTO retrosynthesis dataset with 1.9M reactions from patents (1976-2016) (1) Given the product [CH:1]([O:4][C:5]([C:7]1[N:8]([CH:12]2[C:21]3[C:16](=[CH:17][CH:18]=[C:19]([C:24]4[S:23][CH:27]=[CH:26][CH:25]=4)[CH:20]=3)[CH2:15][CH2:14][CH2:13]2)[CH:9]=[N:10][CH:11]=1)=[O:6])([CH3:3])[CH3:2], predict the reactants needed to synthesize it. The reactants are: [CH:1]([O:4][C:5]([C:7]1[N:8]([CH:12]2[C:21]3[C:16](=[CH:17][CH:18]=[C:19](Br)[CH:20]=3)[CH2:15][CH2:14][CH2:13]2)[CH:9]=[N:10][CH:11]=1)=[O:6])([CH3:3])[CH3:2].[S:23]1[CH:27]=[CH:26][CH:25]=[C:24]1B(O)O.C(=O)([O-])[O-].[Na+].[Na+].CN(C=O)C. (2) The reactants are: [F:1][C:2]1[CH:7]=[CH:6][C:5]([N:8]2[C:11](=[O:12])[C@H:10]([S:13][CH2:14][C:15]([C:17]3[CH:22]=[CH:21][C:20]([F:23])=[CH:19][CH:18]=3)=[O:16])[C@H:9]2[C:24]2[CH:38]=[CH:37][C:27]([O:28][CH2:29][C:30]([NH:32][CH2:33][C:34](O)=[O:35])=[O:31])=[CH:26][CH:25]=2)=[CH:4][CH:3]=1.CN1CCOCC1.CN(C(ON1N=NC2C=CC=CC1=2)=[N+](C)C)C.[B-](F)(F)(F)F.[CH3:68][O:69][C:70]1[CH:83]=[CH:82][C:73]([CH2:74][S:75][CH2:76][C@H:77]([C:79]([OH:81])=[O:80])[NH2:78])=[CH:72][CH:71]=1. Given the product [F:1][C:2]1[CH:3]=[CH:4][C:5]([N:8]2[C:11](=[O:12])[C@H:10]([S:13][CH2:14][CH:15]([C:17]3[CH:18]=[CH:19][C:20]([F:23])=[CH:21][CH:22]=3)[OH:16])[C@H:9]2[C:24]2[CH:25]=[CH:26][C:27]([O:28][CH2:29][C:30]([NH:32][CH2:33][C:34]([NH:78][C@@H:77]([C:79]([OH:81])=[O:80])[CH2:76][S:75][CH2:74][C:73]3[CH:72]=[CH:71][C:70]([O:69][CH3:68])=[CH:83][CH:82]=3)=[O:35])=[O:31])=[CH:37][CH:38]=2)=[CH:6][CH:7]=1, predict the reactants needed to synthesize it. (3) Given the product [Cl:1][C:2]1[CH:18]=[CH:17][C:5]([O:6][C:7]2[CH:12]=[CH:11][C:10]([CH2:13][CH2:14][O:15][C:21]3[CH:31]=[C:25]4[N:26]([CH3:30])[CH2:27][CH2:28][CH2:29][N:24]4[C:23](=[O:32])[N:22]=3)=[CH:9][C:8]=2[F:16])=[CH:4][C:3]=1[F:19], predict the reactants needed to synthesize it. The reactants are: [Cl:1][C:2]1[CH:18]=[CH:17][C:5]([O:6][C:7]2[CH:12]=[CH:11][C:10]([CH2:13][CH2:14][OH:15])=[CH:9][C:8]=2[F:16])=[CH:4][C:3]=1[F:19].Cl[C:21]1[CH:31]=[C:25]2[N:26]([CH3:30])[CH2:27][CH2:28][CH2:29][N:24]2[C:23](=[O:32])[N:22]=1. (4) Given the product [NH2:15][C:14]1[C:9]([OH:8])=[N:10][C:11]([N:26]2[CH:30]=[CH:29][CH:28]=[N:27]2)=[N:12][CH:13]=1, predict the reactants needed to synthesize it. The reactants are: C([O:8][C:9]1[C:14]([NH:15]C(=O)OCC2C=CC=CC=2)=[CH:13][N:12]=[C:11]([N:26]2[CH:30]=[CH:29][CH:28]=[N:27]2)[N:10]=1)C1C=CC=CC=1.[H][H]. (5) Given the product [NH2:13][C:12]1[N:8]([CH2:7][C:3]2[CH:2]=[N:1][CH:6]=[CH:5][CH:4]=2)[C:9](=[S:10])[NH:11][C:15](=[O:16])[CH:14]=1, predict the reactants needed to synthesize it. The reactants are: [N:1]1[CH:6]=[CH:5][CH:4]=[C:3]([CH2:7][NH:8][C:9]([NH2:11])=[S:10])[CH:2]=1.[C:12]([CH2:14][C:15](OCC)=[O:16])#[N:13].